From a dataset of Full USPTO retrosynthesis dataset with 1.9M reactions from patents (1976-2016). Predict the reactants needed to synthesize the given product. (1) Given the product [CH3:1][O:2][C:3]1[CH:18]=[CH:17][CH:16]=[CH:15][C:4]=1[NH:5][C:6]1[C:7]([NH2:12])=[CH:8][CH:9]=[CH:10][CH:11]=1, predict the reactants needed to synthesize it. The reactants are: [CH3:1][O:2][C:3]1[CH:18]=[CH:17][CH:16]=[CH:15][C:4]=1[NH:5][C:6]1[CH:11]=[CH:10][CH:9]=[CH:8][C:7]=1[N+:12]([O-])=O. (2) Given the product [Br:1][C:2]1[C:3]([O:29][CH3:30])=[C:4]([C:15]([NH:18][S:19]([C:22]2[CH:27]=[CH:26][CH:25]=[CH:24][C:23]=2[F:28])(=[O:21])=[O:20])=[CH:16][CH:17]=1)[C:5]([OH:7])=[O:6], predict the reactants needed to synthesize it. The reactants are: [Br:1][C:2]1[C:3]([O:29][CH3:30])=[C:4]([C:15]([NH:18][S:19]([C:22]2[CH:27]=[CH:26][CH:25]=[CH:24][C:23]=2[F:28])(=[O:21])=[O:20])=[CH:16][CH:17]=1)[C:5]([O:7]CC1C=CC=CC=1)=[O:6].[OH-].[Li+].O1CCOCC1.Cl. (3) Given the product [ClH:33].[F:20][C:19]1[CH:18]=[C:17]([C:21]2[CH:26]=[CH:25][C:24]([C:27]([NH2:28])=[O:29])=[CH:23][C:22]=2[CH3:30])[CH:16]=[C:15]([F:31])[C:14]=1[CH2:13][NH:7][CH2:8][CH2:9][CH:10]([CH3:12])[CH3:11], predict the reactants needed to synthesize it. The reactants are: C(OC(=O)[N:7]([CH2:13][C:14]1[C:19]([F:20])=[CH:18][C:17]([C:21]2[CH:26]=[CH:25][C:24]([C:27](=[O:29])[NH2:28])=[CH:23][C:22]=2[CH3:30])=[CH:16][C:15]=1[F:31])[CH2:8][CH2:9][CH:10]([CH3:12])[CH3:11])(C)(C)C.[ClH:33]. (4) Given the product [Cl:1][C:2]1[C:3]([NH:26][C:27]2[CH:36]=[CH:35][CH:34]=[CH:33][C:28]=2[C:29]([NH:31][CH3:32])=[O:30])=[N:4][C:5]([NH:8][C:9]2[CH:25]=[CH:24][C:12]3[CH2:13][CH2:14][NH:15][CH2:16][CH2:17][C:11]=3[CH:10]=2)=[N:6][CH:7]=1, predict the reactants needed to synthesize it. The reactants are: [Cl:1][C:2]1[C:3]([NH:26][C:27]2[CH:36]=[CH:35][CH:34]=[CH:33][C:28]=2[C:29]([NH:31][CH3:32])=[O:30])=[N:4][C:5]([NH:8][C:9]2[CH:25]=[CH:24][C:12]3[CH2:13][CH2:14][N:15](C(=O)C(F)(F)F)[CH2:16][CH2:17][C:11]=3[CH:10]=2)=[N:6][CH:7]=1.C(=O)([O-])[O-].[K+].[K+]. (5) Given the product [CH3:2][O:3][C:4](=[O:34])[C@@H:5]([NH:33][S:49]([C:46]1[CH:45]=[CH:44][C:43]([N+:40]([O-:42])=[O:41])=[CH:48][CH:47]=1)(=[O:50])=[O:51])[CH2:6][C:7]1[CH:32]=[CH:31][C:10]2[O:11][C@@H:12]([C:15]3[CH:20]=[CH:19][CH:18]=[C:17]([O:21][CH2:22][C:23]4[CH:28]=[CH:27][C:26]([Cl:29])=[C:25]([Cl:30])[CH:24]=4)[CH:16]=3)[CH2:13][O:14][C:9]=2[CH:8]=1, predict the reactants needed to synthesize it. The reactants are: Cl.[CH3:2][O:3][C:4](=[O:34])[C@@H:5]([NH2:33])[CH2:6][C:7]1[CH:32]=[CH:31][C:10]2[O:11][C@@H:12]([C:15]3[CH:20]=[CH:19][CH:18]=[C:17]([O:21][CH2:22][C:23]4[CH:28]=[CH:27][C:26]([Cl:29])=[C:25]([Cl:30])[CH:24]=4)[CH:16]=3)[CH2:13][O:14][C:9]=2[CH:8]=1.C([O-])(O)=O.[Na+].[N+:40]([C:43]1[CH:48]=[CH:47][C:46]([S:49](Cl)(=[O:51])=[O:50])=[CH:45][CH:44]=1)([O-:42])=[O:41]. (6) Given the product [C:18]([C:16]1[N:15]([CH3:22])[N:14]=[C:13]([N:6]2[C:7](=[O:12])[C:8]([CH3:11])=[C:9]([Cl:10])[CH:5]2[OH:4])[CH:17]=1)([CH3:21])([CH3:19])[CH3:20], predict the reactants needed to synthesize it. The reactants are: C([O:4][CH:5]1[C:9]([Cl:10])=[C:8]([CH3:11])[C:7](=[O:12])[N:6]1[C:13]1[CH:17]=[C:16]([C:18]([CH3:21])([CH3:20])[CH3:19])[N:15]([CH3:22])[N:14]=1)(=O)C.C(O)(=O)C.O. (7) Given the product [CH3:9][N:5]1[C:4]([N+:1]([O-:3])=[O:2])=[CH:8][N:7]=[N:6]1.[CH3:9][N:7]1[CH:8]=[C:4]([N+:1]([O-:3])=[O:2])[N:5]=[N:6]1, predict the reactants needed to synthesize it. The reactants are: [N+:1]([C:4]1[CH:8]=[N:7][NH:6][N:5]=1)([O-:3])=[O:2].[CH2:9]1COCC1.[H-].[Na+].CI. (8) Given the product [CH3:1][CH:2]1[CH:7]=[C:6]([CH3:8])[CH2:5][CH2:4][C:3]1([C:11](=[O:13])[CH3:12])[CH:9]=[CH2:10], predict the reactants needed to synthesize it. The reactants are: [CH3:1][CH:2]1[CH:7]=[C:6]([CH3:8])[CH2:5][CH2:4][C:3]1([CH:11]([OH:13])[CH3:12])[CH:9]=[CH2:10].C1C=C[NH+]=CC=1.[O-][Cr](Cl)(=O)=O. (9) Given the product [Cl:1][C:2]1[CH:3]=[C:4]([CH:7]=[C:8]([CH3:10])[CH:9]=1)[C:5]#[N:6], predict the reactants needed to synthesize it. The reactants are: [Cl:1][C:2]1[CH:3]=[C:4]([CH:7]=[C:8]([CH:10]=O)[CH:9]=1)[C:5]#[N:6].ClC1C=C(C=C(CO)C=1)C#N.[Cr](Cl)([O-])(=O)=O.[NH+]1C=CC=CC=1. (10) The reactants are: [Cl:1][C:2]1[CH:11]=[C:10]2[C:5]([C:6]([OH:26])=[C:7]([C:15]([NH:17][CH2:18][C:19]([O:21]C(C)(C)C)=[O:20])=[O:16])[C:8](=[O:14])[C:9]2([CH3:13])[CH3:12])=[CH:4][C:3]=1[F:27].C(O)(C(F)(F)F)=O. Given the product [Cl:1][C:2]1[CH:11]=[C:10]2[C:5]([C:6]([OH:26])=[C:7]([C:15]([NH:17][CH2:18][C:19]([OH:21])=[O:20])=[O:16])[C:8](=[O:14])[C:9]2([CH3:13])[CH3:12])=[CH:4][C:3]=1[F:27], predict the reactants needed to synthesize it.